From a dataset of NCI-60 drug combinations with 297,098 pairs across 59 cell lines. Regression. Given two drug SMILES strings and cell line genomic features, predict the synergy score measuring deviation from expected non-interaction effect. (1) Drug 1: C1=CC(=CC=C1C#N)C(C2=CC=C(C=C2)C#N)N3C=NC=N3. Drug 2: CC12CCC3C(C1CCC2O)C(CC4=C3C=CC(=C4)O)CCCCCCCCCS(=O)CCCC(C(F)(F)F)(F)F. Cell line: UACC62. Synergy scores: CSS=0.392, Synergy_ZIP=1.98, Synergy_Bliss=3.11, Synergy_Loewe=-1.59, Synergy_HSA=-0.794. (2) Drug 1: C1CCN(CC1)CCOC2=CC=C(C=C2)C(=O)C3=C(SC4=C3C=CC(=C4)O)C5=CC=C(C=C5)O. Synergy scores: CSS=26.7, Synergy_ZIP=1.79, Synergy_Bliss=4.48, Synergy_Loewe=-1.02, Synergy_HSA=3.59. Cell line: EKVX. Drug 2: CC1C(C(CC(O1)OC2CC(CC3=C2C(=C4C(=C3O)C(=O)C5=C(C4=O)C(=CC=C5)OC)O)(C(=O)C)O)N)O.Cl.